Predict the product of the given reaction. From a dataset of Forward reaction prediction with 1.9M reactions from USPTO patents (1976-2016). (1) Given the reactants [C:1]([O:5][C:6]([NH:8][CH2:9][CH2:10][CH2:11][NH:12][C:13](=[O:33])[NH:14][C:15]1[CH:16]=[C:17]([C:21]([OH:32])([C:26]2[CH:31]=[CH:30][CH:29]=[CH:28][CH:27]=2)[C:22]([O:24]C)=[O:23])[CH:18]=[CH:19][CH:20]=1)=[O:7])([CH3:4])([CH3:3])[CH3:2].[Li+].[OH-], predict the reaction product. The product is: [C:1]([O:5][C:6]([NH:8][CH2:9][CH2:10][CH2:11][NH:12][C:13](=[O:33])[NH:14][C:15]1[CH:16]=[C:17]([C:21]([OH:32])([C:26]2[CH:27]=[CH:28][CH:29]=[CH:30][CH:31]=2)[C:22]([OH:24])=[O:23])[CH:18]=[CH:19][CH:20]=1)=[O:7])([CH3:4])([CH3:2])[CH3:3]. (2) Given the reactants C(OC(=O)C)(=O)C.O[C:9]1[CH:14]=[CH:13][CH:12]=[CH:11][C:10]=1[C:15](=[N:17][OH:18])[CH3:16].C(=O)([O-])[O-].[K+].[K+].C(OCC)(=O)C, predict the reaction product. The product is: [CH3:16][C:15]1[C:10]2[CH:11]=[CH:12][CH:13]=[CH:14][C:9]=2[O:18][N:17]=1. (3) Given the reactants C[N:2](C)[CH:3]=[C:4]([C:14]1[CH:19]=[CH:18][N:17]=[CH:16][CH:15]=1)[C:5]([C:7]1[CH:12]=[CH:11][C:10]([Cl:13])=[CH:9][CH:8]=1)=[O:6].Cl.NO, predict the reaction product. The product is: [Cl:13][C:10]1[CH:11]=[CH:12][C:7]([C:5]2[O:6][N:2]=[CH:3][C:4]=2[C:14]2[CH:19]=[CH:18][N:17]=[CH:16][CH:15]=2)=[CH:8][CH:9]=1. (4) Given the reactants [C:1]1([C:7]2[C:8](O[C:11](=[O:13])[CH:12]=2)=[O:9])[CH:6]=[CH:5][CH:4]=[CH:3][CH:2]=1.Cl.[NH2:15][NH2:16], predict the reaction product. The product is: [C:1]1([C:7]2[CH:12]=[C:11]([OH:13])[N:16]=[N:15][C:8]=2[OH:9])[CH:6]=[CH:5][CH:4]=[CH:3][CH:2]=1. (5) Given the reactants [NH2:1][C:2]1[C:7]([C:8]([C:10]2[C:15]([O:16][CH3:17])=[CH:14][CH:13]=[C:12]([F:18])[C:11]=2[F:19])=[O:9])=[CH:6][N:5]=[C:4]([NH:20][CH:21]2[CH2:26][CH2:25][N:24]([S:27]([CH2:30][CH2:31][CH2:32]Cl)(=[O:29])=[O:28])[CH2:23][CH2:22]2)[N:3]=1.[CH3:34][N:35]1[CH2:40][CH2:39][NH:38][CH2:37][CH2:36]1, predict the reaction product. The product is: [NH2:1][C:2]1[C:7]([C:8]([C:10]2[C:15]([O:16][CH3:17])=[CH:14][CH:13]=[C:12]([F:18])[C:11]=2[F:19])=[O:9])=[CH:6][N:5]=[C:4]([NH:20][CH:21]2[CH2:26][CH2:25][N:24]([S:27]([CH2:30][CH2:31][CH2:32][N:38]3[CH2:39][CH2:40][N:35]([CH3:34])[CH2:36][CH2:37]3)(=[O:29])=[O:28])[CH2:23][CH2:22]2)[N:3]=1. (6) Given the reactants [CH3:1][C:2]1[CH:3]=[C:4]([CH:7]=[C:8]([N+:10]([O-:12])=[O:11])[CH:9]=1)[CH2:5]Br.[CH2:13]([NH2:15])[CH3:14], predict the reaction product. The product is: [CH2:13]([NH:15][CH2:5][C:4]1[CH:7]=[C:8]([N+:10]([O-:12])=[O:11])[CH:9]=[C:2]([CH3:1])[CH:3]=1)[CH3:14]. (7) Given the reactants [OH:1][CH:2]([C:7]1[N:12]([CH3:13])[C:11](=[O:14])[C:10]2[NH:15][CH:16]=[CH:17][C:9]=2[C:8]=1[C:18]1[CH:23]=[CH:22][C:21]([CH3:24])=[CH:20][CH:19]=1)[C:3]([O:5][CH3:6])=[O:4].C(O[C:29]([CH3:32])([CH3:31])[CH3:30])(=O)C.Cl(O)(=O)(=O)=O, predict the reaction product. The product is: [C:29]([O:1][CH:2]([C:7]1[N:12]([CH3:13])[C:11](=[O:14])[C:10]2[NH:15][CH:16]=[CH:17][C:9]=2[C:8]=1[C:18]1[CH:19]=[CH:20][C:21]([CH3:24])=[CH:22][CH:23]=1)[C:3]([O:5][CH3:6])=[O:4])([CH3:32])([CH3:31])[CH3:30].